From a dataset of Full USPTO retrosynthesis dataset with 1.9M reactions from patents (1976-2016). Predict the reactants needed to synthesize the given product. (1) Given the product [I:12][C:9]1[CH:10]=[C:11]2[C:6](=[CH:7][CH:8]=1)[NH:5][C:3](=[O:4])[CH:2]=[CH:1]2, predict the reactants needed to synthesize it. The reactants are: [CH2:1]1[C:11]2[C:6](=[CH:7][CH:8]=[CH:9][CH:10]=2)[NH:5][C:3](=[O:4])[CH2:2]1.[I:12]Cl. (2) The reactants are: CC1(C)C(C)(C)OB([C:9]2[CH:14]=[CH:13][C:12]([NH2:15])=[CH:11][CH:10]=2)O1.Br[C:18]1[CH:19]=[C:20]2[C:25](=[CH:26][CH:27]=1)[N:24]=[CH:23][N:22]=[C:21]2[NH2:28].C(=O)([O-])[O-].[Na+].[Na+]. Given the product [NH2:15][C:12]1[CH:13]=[CH:14][C:9]([C:18]2[CH:19]=[C:20]3[C:25](=[CH:26][CH:27]=2)[N:24]=[CH:23][N:22]=[C:21]3[NH2:28])=[CH:10][CH:11]=1, predict the reactants needed to synthesize it. (3) Given the product [CH2:34]([N:22]1[CH:23]=[C:24]([C:26]2[CH:31]=[CH:30][C:29]([Cl:32])=[CH:28][C:27]=2[Cl:33])[N:25]=[C:21]1[C@@H:20]([NH:38][C:40](=[O:44])[CH:41]([CH3:43])[CH3:42])[CH2:19][C:16]1[CH:17]=[CH:18][C:13]([O:12][CH2:11][C:8]2[CH:9]=[CH:10][C:5]([C:4]([OH:3])=[O:39])=[CH:6][CH:7]=2)=[CH:14][CH:15]=1)[CH2:35][CH2:36][CH3:37], predict the reactants needed to synthesize it. The reactants are: Cl.C[O:3][C:4](=[O:39])[C:5]1[CH:10]=[CH:9][C:8]([CH2:11][O:12][C:13]2[CH:18]=[CH:17][C:16]([CH2:19][C@H:20]([NH2:38])[C:21]3[N:22]([CH2:34][CH2:35][CH2:36][CH3:37])[CH:23]=[C:24]([C:26]4[CH:31]=[CH:30][C:29]([Cl:32])=[CH:28][C:27]=4[Cl:33])[N:25]=3)=[CH:15][CH:14]=2)=[CH:7][CH:6]=1.[C:40](O)(=[O:44])[CH:41]([CH3:43])[CH3:42].